This data is from Reaction yield outcomes from USPTO patents with 853,638 reactions. The task is: Predict the reaction yield, written as a fraction of the theoretical maximum amount of product (1.0 means a 100% yield; for example, 0.34 means a 34% yield). (1) The reactants are Br[CH2:2][C:3]1[S:11][C:10]2[C:9]([N:12]3[CH2:17][CH2:16][O:15][CH2:14][CH2:13]3)=[N:8][C:7]([Cl:18])=[N:6][C:5]=2[CH:4]=1.C([O-])([O-])=O.[K+].[K+].[C:25]1(=[O:35])[NH:29][C:28](=[O:30])[C:27]2=[CH:31][CH:32]=[CH:33][CH:34]=[C:26]12. The catalyst is CN(C=O)C. The product is [Cl:18][C:7]1[N:8]=[C:9]([N:12]2[CH2:17][CH2:16][O:15][CH2:14][CH2:13]2)[C:10]2[S:11][C:3]([CH2:2][N:29]3[C:25](=[O:35])[C:26]4[C:27](=[CH:31][CH:32]=[CH:33][CH:34]=4)[C:28]3=[O:30])=[CH:4][C:5]=2[N:6]=1. The yield is 0.750. (2) The reactants are [NH2:1][C:2]1[NH:6][N:5]=[C:4]([NH:7][C:8]2[CH:13]=[C:12]([C:14]([F:17])([F:16])[F:15])[C:11]([C:18]3[CH:23]=[CH:22][C:21]([O:24][CH2:25][CH2:26][N:27](C)[C:28](=O)OC(C)(C)C)=[CH:20][CH:19]=3)=[C:10]([Cl:36])[CH:9]=2)[N:3]=1.Cl. The catalyst is ClCCl. The product is [ClH:36].[Cl:36][C:10]1[C:11]([C:18]2[CH:23]=[CH:22][C:21]([O:24][CH2:25][CH2:26][NH:27][CH3:28])=[CH:20][CH:19]=2)=[C:12]([C:14]([F:15])([F:17])[F:16])[CH:13]=[C:8]([NH:7][C:4]2[N:3]=[C:2]([NH2:1])[NH:6][N:5]=2)[CH:9]=1. The yield is 0.660.